The task is: Predict the reaction yield, written as a fraction of the theoretical maximum amount of product (1.0 means a 100% yield; for example, 0.34 means a 34% yield).. This data is from Reaction yield outcomes from USPTO patents with 853,638 reactions. The yield is 0.360. No catalyst specified. The reactants are [C:1]([C:5]1[CH:10]=[C:9]([C:11]2[O:12][CH:13]=[C:14]([CH2:16][CH2:17][N:18]([CH3:22])[CH2:19][C:20]#C)[N:15]=2)[CH:8]=[C:7]([C:23]([CH3:26])([CH3:25])[CH3:24])[C:6]=1[OH:27])([CH3:4])([CH3:3])[CH3:2].C[NH:29]CC#N.CNCC#C. The product is [C:23]([C:7]1[CH:8]=[C:9]([C:11]2[O:12][CH:13]=[C:14]([CH2:16][CH2:17][N:18]([CH2:19][C:20]#[N:29])[CH3:22])[N:15]=2)[CH:10]=[C:5]([C:1]([CH3:3])([CH3:2])[CH3:4])[C:6]=1[OH:27])([CH3:26])([CH3:24])[CH3:25].